This data is from Reaction yield outcomes from USPTO patents with 853,638 reactions. The task is: Predict the reaction yield, written as a fraction of the theoretical maximum amount of product (1.0 means a 100% yield; for example, 0.34 means a 34% yield). (1) The reactants are O.[OH-].[Li+].[O:4]1[C:13]2[C:8](=[CH:9][CH:10]=[CH:11][CH:12]=2)[C:7]([C:14]2[CH:23]=[CH:22][C:17]([C:18]([O:20]C)=[O:19])=[CH:16][CH:15]=2)=[CH:6][CH2:5]1. The catalyst is O.C1COCC1.CO. The product is [O:4]1[C:13]2[C:8](=[CH:9][CH:10]=[CH:11][CH:12]=2)[C:7]([C:14]2[CH:15]=[CH:16][C:17]([C:18]([OH:20])=[O:19])=[CH:22][CH:23]=2)=[CH:6][CH2:5]1. The yield is 0.890. (2) The reactants are [NH2:1][C@H:2]([C:4]1[N:13]([CH:14]2[CH2:16][CH2:15]2)[C:12](=[O:17])[C:11]2[C:6](=[CH:7][CH:8]=[CH:9][C:10]=2[Cl:18])[N:5]=1)[CH3:3].Cl[C:20]1[N:25]=[CH:24][N:23]=[C:22]([NH2:26])[C:21]=1[C:27]1[O:28][C:29]([CH3:32])=[N:30][N:31]=1.CCN(C(C)C)C(C)C. The catalyst is CCCCO. The product is [NH2:26][C:22]1[N:23]=[CH:24][N:25]=[C:20]([NH:1][C@H:2]([C:4]2[N:13]([CH:14]3[CH2:16][CH2:15]3)[C:12](=[O:17])[C:11]3[C:6](=[CH:7][CH:8]=[CH:9][C:10]=3[Cl:18])[N:5]=2)[CH3:3])[C:21]=1[C:27]1[O:28][C:29]([CH3:32])=[N:30][N:31]=1. The yield is 0.950. (3) The reactants are Br[CH2:2][CH2:3][O:4][C:5]1[CH:10]=[CH:9][C:8]([C:11]2[N:12]([CH2:24][CH3:25])[C:13]3[C:18]([C:19]=2[C:20]#[N:21])=[CH:17][CH:16]=[C:15]([O:22][CH3:23])[CH:14]=3)=[CH:7][CH:6]=1.[N-:26]=[N+:27]=[N-:28].[Na+]. The catalyst is CO. The product is [N:26]([CH2:2][CH2:3][O:4][C:5]1[CH:10]=[CH:9][C:8]([C:11]2[N:12]([CH2:24][CH3:25])[C:13]3[C:18]([C:19]=2[C:20]#[N:21])=[CH:17][CH:16]=[C:15]([O:22][CH3:23])[CH:14]=3)=[CH:7][CH:6]=1)=[N+:27]=[N-:28]. The yield is 0.800. (4) The product is [Cl:76][C:77]1[C:82]([Cl:83])=[CH:81][CH:80]=[CH:79][C:78]=1[N:84]1[CH2:89][CH2:88][N:87]([CH2:38][CH2:37][CH2:36][CH2:35][O:34][C:29]2[N:28]=[C:27]3[C:32]([CH:33]=[C:24]([F:23])[C:25](=[O:40])[NH:26]3)=[CH:31][CH:30]=2)[CH2:86][CH2:85]1. The yield is 0.910. The reactants are CC(OI1(OC(C)=O)(OC(C)=O)OC(=O)C2C=CC=CC1=2)=O.[F:23][C:24]1[C:25](=[O:40])[NH:26][C:27]2[C:32]([CH:33]=1)=[CH:31][CH:30]=[C:29]([O:34][CH2:35][CH2:36][CH2:37][CH2:38]O)[N:28]=2.[O-]S([O-])(=S)=O.[Na+].[Na+].C(C1C(NC(=O)C(C)(C)C)=NC(OCCCCOC2CCCCO2)=CC=1)=O.Cl.[Cl:76][C:77]1[C:82]([Cl:83])=[CH:81][CH:80]=[CH:79][C:78]=1[N:84]1[CH2:89][CH2:88][NH:87][CH2:86][CH2:85]1.CCN(CC)CC.[BH-](OC(C)=O)(OC(C)=O)OC(C)=O.[Na+]. The catalyst is C(Cl)Cl.C1COCC1.CCOCC.ClCCCl.CS(C)=O.